The task is: Predict the product of the given reaction.. This data is from Forward reaction prediction with 1.9M reactions from USPTO patents (1976-2016). (1) The product is: [Cl:1][C:2]1[C:10]2[C:9]3[N:8]([C:13]([CH3:14])=[N:12][N:11]=3)[CH:7]=[N:6][C:5]=2[S:4][CH:3]=1. Given the reactants [Cl:1][C:2]1[C:10]2[C:9]([NH:11][NH2:12])=[N:8][CH:7]=[N:6][C:5]=2[S:4][CH:3]=1.[CH2:13](OC(OCC)(OCC)C)[CH3:14], predict the reaction product. (2) Given the reactants Br[CH2:2][C:3]#[N:4].[CH2:5]([C:12]1[CH:39]=[C:38]([Cl:40])[CH:37]=[CH:36][C:13]=1[O:14][CH2:15][CH2:16][CH2:17][NH:18][CH:19]([C:28]1[CH:33]=[CH:32][C:31]([O:34][CH3:35])=[CH:30][CH:29]=1)[C:20]1[CH:25]=[CH:24][C:23]([O:26][CH3:27])=[CH:22][CH:21]=1)[C:6]1[CH:11]=[CH:10][CH:9]=[CH:8][CH:7]=1.C(N(C(C)C)CC)(C)C.C([O-])(O)=O.[Na+], predict the reaction product. The product is: [CH2:5]([C:12]1[CH:39]=[C:38]([Cl:40])[CH:37]=[CH:36][C:13]=1[O:14][CH2:15][CH2:16][CH2:17][N:18]([CH2:2][C:3]#[N:4])[CH:19]([C:20]1[CH:25]=[CH:24][C:23]([O:26][CH3:27])=[CH:22][CH:21]=1)[C:28]1[CH:29]=[CH:30][C:31]([O:34][CH3:35])=[CH:32][CH:33]=1)[C:6]1[CH:11]=[CH:10][CH:9]=[CH:8][CH:7]=1.